This data is from Forward reaction prediction with 1.9M reactions from USPTO patents (1976-2016). The task is: Predict the product of the given reaction. (1) Given the reactants [C:1]([C:3]1[N:4]=[CH:5][C:6]([NH:20][C@H:21]([C:25]2[CH:30]=[CH:29][CH:28]=[CH:27][CH:26]=2)[C:22]([NH2:24])=[O:23])=[N:7][C:8]=1[NH:9][C:10]1[CH:11]=[C:12]2[C:17](=[CH:18][CH:19]=1)[N:16]=[CH:15][CH:14]=[CH:13]2)#[N:2].[OH-].[Na+].OO.CC(O)=[O:37], predict the reaction product. The product is: [NH2:24][C:22](=[O:23])[C@H:21]([NH:20][C:6]1[N:7]=[C:8]([NH:9][C:10]2[CH:11]=[C:12]3[C:17](=[CH:18][CH:19]=2)[N:16]=[CH:15][CH:14]=[CH:13]3)[C:3]([C:1]([NH2:2])=[O:37])=[N:4][CH:5]=1)[C:25]1[CH:30]=[CH:29][CH:28]=[CH:27][CH:26]=1. (2) Given the reactants [BH4-].[Na+].[N+:3]([C:6]1[CH:7]=[CH:8][C:9]2[O:15][CH2:14][CH2:13][CH2:12][C:11](=[O:16])[C:10]=2[CH:17]=1)([O-:5])=[O:4], predict the reaction product. The product is: [N+:3]([C:6]1[CH:7]=[CH:8][C:9]2[O:15][CH2:14][CH2:13][CH2:12][CH:11]([OH:16])[C:10]=2[CH:17]=1)([O-:5])=[O:4].